This data is from Catalyst prediction with 721,799 reactions and 888 catalyst types from USPTO. The task is: Predict which catalyst facilitates the given reaction. Reactant: Cl.[Cl:2][C:3]1[CH:8]=[CH:7][CH:6]=[CH:5][C:4]=1[N:9]1[CH:13]=[N:12][N:11]=[C:10]1[C:14]1[S:28][C:17]2[C:18]3[CH:26]=[CH:25][C:24]([NH2:27])=[CH:23][C:19]=3[O:20][CH2:21][CH2:22][C:16]=2[CH:15]=1.[C:29](OC(=O)C)(=[O:31])[CH3:30]. Product: [Cl:2][C:3]1[CH:8]=[CH:7][CH:6]=[CH:5][C:4]=1[N:9]1[CH:13]=[N:12][N:11]=[C:10]1[C:14]1[S:28][C:17]2[C:18]3[CH:26]=[CH:25][C:24]([NH:27][C:29](=[O:31])[CH3:30])=[CH:23][C:19]=3[O:20][CH2:21][CH2:22][C:16]=2[CH:15]=1. The catalyst class is: 2.